Task: Regression. Given two drug SMILES strings and cell line genomic features, predict the synergy score measuring deviation from expected non-interaction effect.. Dataset: NCI-60 drug combinations with 297,098 pairs across 59 cell lines (1) Drug 1: C1=NC2=C(N=C(N=C2N1C3C(C(C(O3)CO)O)O)F)N. Drug 2: CCN(CC)CCCC(C)NC1=C2C=C(C=CC2=NC3=C1C=CC(=C3)Cl)OC. Cell line: HS 578T. Synergy scores: CSS=5.02, Synergy_ZIP=-1.68, Synergy_Bliss=0.995, Synergy_Loewe=-0.435, Synergy_HSA=0.396. (2) Drug 1: C1=CC=C(C(=C1)C(C2=CC=C(C=C2)Cl)C(Cl)Cl)Cl. Drug 2: CCCCCOC(=O)NC1=NC(=O)N(C=C1F)C2C(C(C(O2)C)O)O. Cell line: OVCAR-5. Synergy scores: CSS=3.68, Synergy_ZIP=-1.09, Synergy_Bliss=1.26, Synergy_Loewe=-1.95, Synergy_HSA=0.328. (3) Drug 1: C1=CC(=C2C(=C1NCCNCCO)C(=O)C3=C(C=CC(=C3C2=O)O)O)NCCNCCO. Drug 2: CCN(CC)CCNC(=O)C1=C(NC(=C1C)C=C2C3=C(C=CC(=C3)F)NC2=O)C. Cell line: NCI-H322M. Synergy scores: CSS=27.7, Synergy_ZIP=-1.86, Synergy_Bliss=3.30, Synergy_Loewe=-9.71, Synergy_HSA=1.58. (4) Drug 1: CC1C(C(=O)NC(C(=O)N2CCCC2C(=O)N(CC(=O)N(C(C(=O)O1)C(C)C)C)C)C(C)C)NC(=O)C3=C4C(=C(C=C3)C)OC5=C(C(=O)C(=C(C5=N4)C(=O)NC6C(OC(=O)C(N(C(=O)CN(C(=O)C7CCCN7C(=O)C(NC6=O)C(C)C)C)C)C(C)C)C)N)C. Drug 2: CC1=C(C(CCC1)(C)C)C=CC(=CC=CC(=CC(=O)O)C)C. Cell line: M14. Synergy scores: CSS=10.0, Synergy_ZIP=8.91, Synergy_Bliss=12.5, Synergy_Loewe=7.71, Synergy_HSA=11.7. (5) Drug 1: C1=CN(C(=O)N=C1N)C2C(C(C(O2)CO)O)O.Cl. Drug 2: CC1=C(C(=O)C2=C(C1=O)N3CC4C(C3(C2COC(=O)N)OC)N4)N. Cell line: SNB-75. Synergy scores: CSS=21.4, Synergy_ZIP=-9.37, Synergy_Bliss=0.771, Synergy_Loewe=2.90, Synergy_HSA=3.49.